This data is from Reaction yield outcomes from USPTO patents with 853,638 reactions. The task is: Predict the reaction yield, written as a fraction of the theoretical maximum amount of product (1.0 means a 100% yield; for example, 0.34 means a 34% yield). (1) The reactants are [NH2:1][C:2]1[C:7]([F:8])=[CH:6][N:5]=[C:4]([OH:9])[N:3]=1.[Cl:10][C:11]1[CH:16]=[CH:15][C:14]([S:17](Cl)(=[O:19])=[O:18])=[CH:13][CH:12]=1. The catalyst is C(#N)C. The product is [NH2:1][C:2]1[C:7]([F:8])=[CH:6][N:5]([S:17]([C:14]2[CH:15]=[CH:16][C:11]([Cl:10])=[CH:12][CH:13]=2)(=[O:19])=[O:18])[C:4](=[O:9])[N:3]=1. The yield is 0.410. (2) The reactants are [CH3:1][O:2][C:3]1[CH:4]=[C:5]2[C:10](=[CH:11][C:12]=1[O:13][CH3:14])[N:9]=[CH:8][CH:7]=[C:6]2[O:15][C:16]1[CH:21]=[CH:20][C:19]([NH2:22])=[CH:18][CH:17]=1.C1([O:29][C:30](=O)[NH:31][C:32]2[CH:37]=[CH:36][CH:35]=[C:34]([S:38]([CH3:41])(=[O:40])=[O:39])[CH:33]=2)C=CC=CC=1.C(OCC)(=O)C.O. The catalyst is CS(C)=O.CO. The product is [CH3:1][O:2][C:3]1[CH:4]=[C:5]2[C:10](=[CH:11][C:12]=1[O:13][CH3:14])[N:9]=[CH:8][CH:7]=[C:6]2[O:15][C:16]1[CH:17]=[CH:18][C:19]([NH:22][C:30]([NH:31][C:32]2[CH:37]=[CH:36][CH:35]=[C:34]([S:38]([CH3:41])(=[O:40])=[O:39])[CH:33]=2)=[O:29])=[CH:20][CH:21]=1. The yield is 0.870. (3) The reactants are [NH2:1]/[C:2](=[N:4]/[O:5][C:6]([C:8]1[C:9]([NH:23][CH2:24][CH:25]2[CH2:30][CH2:29][N:28]([C:31]([O:33][C:34]([CH3:37])([CH3:36])[CH3:35])=[O:32])[CH2:27][CH2:26]2)=[CH:10][C:11]([NH:14][C:15]2[CH:20]=[N:19][C:18]([C:21]#[N:22])=[CH:17][N:16]=2)=[N:12][CH:13]=1)=O)/[CH3:3]. The catalyst is N1C=CC=CC=1. The product is [C:21]([C:18]1[N:19]=[CH:20][C:15]([NH:14][C:11]2[CH:10]=[C:9]([NH:23][CH2:24][CH:25]3[CH2:30][CH2:29][N:28]([C:31]([O:33][C:34]([CH3:36])([CH3:37])[CH3:35])=[O:32])[CH2:27][CH2:26]3)[C:8]([C:6]3[O:5][N:4]=[C:2]([CH3:3])[N:1]=3)=[CH:13][N:12]=2)=[N:16][CH:17]=1)#[N:22]. The yield is 0.230. (4) The reactants are [C:1]1([N:11]2[C:23]3[CH:22]=[CH:21][CH:20]=[CH:19][C:18]=3[C:17]3[C:12]2=[CH:13][CH:14]=[CH:15][CH:16]=3)[C:10]2[C:5](=[CH:6][CH:7]=[CH:8][CH:9]=2)[CH:4]=[CH:3][CH:2]=1.C(OCC)(=O)C.[Br:30]N1C(=O)CCC1=O. The catalyst is C1(C)C=CC=CC=1. The product is [Br:30][C:20]1[CH:21]=[CH:22][C:23]2[N:11]([C:1]3[C:10]4[C:5](=[CH:6][CH:7]=[CH:8][CH:9]=4)[CH:4]=[CH:3][CH:2]=3)[C:12]3[C:17]([C:18]=2[CH:19]=1)=[CH:16][CH:15]=[CH:14][CH:13]=3. The yield is 0.990. (5) The reactants are [Cl:1][C:2]1[CH:7]=[CH:6][C:5]([C@@:8]2([C:40]#[N:41])[C@H:12]([CH2:13][C:14]([CH3:17])([CH3:16])[CH3:15])[NH:11][C@@H:10]([C:18]([NH:20][CH2:21][C:22]3[CH:30]=[CH:29][C:25]([C:26]([OH:28])=[O:27])=[C:24]([F:31])[CH:23]=3)=[O:19])[C@@H:9]2[C:32]2[CH:37]=[CH:36][CH:35]=[C:34]([Cl:38])[C:33]=2[F:39])=[C:4]([F:42])[CH:3]=1. The catalyst is CO. The product is [Cl:38][C:34]1[C:33]([F:39])=[C:32]([C@H:9]2[C@@:8]([C:5]3[CH:6]=[CH:7][C:2]([Cl:1])=[CH:3][C:4]=3[F:42])([C:40]#[N:41])[C@@H:12]([CH2:13][C:14]([CH3:17])([CH3:16])[CH3:15])[NH:11][C@@H:10]2[C:18]([NH:20][CH2:21][C:22]2[CH:30]=[CH:29][C:25]([C:26]([OH:28])=[O:27])=[C:24]([F:31])[CH:23]=2)=[O:19])[CH:37]=[CH:36][CH:35]=1. The yield is 0.414. (6) The reactants are [NH2:1][C:2]1[N:7]=[CH:6][N:5]=[C:4]2[N:8]([CH2:25][C@@H:26]3[CH2:30][CH2:29][CH2:28][N:27]3[C:31](=[O:35])[CH2:32][C:33]#[N:34])[N:9]=[C:10]([C:11]3[CH:16]=[CH:15][C:14]([O:17][C:18]4[CH:23]=[CH:22][CH:21]=[CH:20][CH:19]=4)=[CH:13][C:12]=3[F:24])[C:3]=12.[CH2:36]([N:38]([C:46]([CH3:50])([CH3:49])[CH:47]=O)[C:39](=[O:45])[O:40][C:41]([CH3:44])([CH3:43])[CH3:42])[CH3:37].N1CCCCC1. The catalyst is O1CCOCC1.CC(O)=O. The product is [NH2:1][C:2]1[N:7]=[CH:6][N:5]=[C:4]2[N:8]([CH2:25][C@@H:26]3[CH2:30][CH2:29][CH2:28][N:27]3[C:31](=[O:35])[C:32]([C:33]#[N:34])=[CH:50][C:46]([N:38]([CH2:36][CH3:37])[C:39](=[O:45])[O:40][C:41]([CH3:44])([CH3:43])[CH3:42])([CH3:47])[CH3:49])[N:9]=[C:10]([C:11]3[CH:16]=[CH:15][C:14]([O:17][C:18]4[CH:19]=[CH:20][CH:21]=[CH:22][CH:23]=4)=[CH:13][C:12]=3[F:24])[C:3]=12. The yield is 0.190. (7) The reactants are Br.C([O-])(O)=O.[Na+].[Cl:7][C:8]1[N:13]=[N:12][C:11]([NH2:14])=[CH:10][CH:9]=1.[CH3:15][CH2:16]O. The catalyst is BrCC(OC)OC. The product is [Cl:7][C:8]1[CH:9]=[CH:10][C:11]2[N:12]([CH:15]=[CH:16][N:14]=2)[N:13]=1. The yield is 0.500.